Predict which catalyst facilitates the given reaction. From a dataset of Catalyst prediction with 721,799 reactions and 888 catalyst types from USPTO. Reactant: [Br:1][C:2]1[CH:20]=[CH:19][C:5]([CH2:6][N:7]2[CH2:12][CH2:11][N:10]([CH2:13][C:14](OCC)=[O:15])[CH2:9][CH2:8]2)=[CH:4][CH:3]=1.[NH2:21][NH2:22]. Product: [Br:1][C:2]1[CH:20]=[CH:19][C:5]([CH2:6][N:7]2[CH2:12][CH2:11][N:10]([CH2:13][C:14]([NH:21][NH2:22])=[O:15])[CH2:9][CH2:8]2)=[CH:4][CH:3]=1. The catalyst class is: 8.